This data is from Forward reaction prediction with 1.9M reactions from USPTO patents (1976-2016). The task is: Predict the product of the given reaction. (1) Given the reactants [Cl:1][C:2]1[N:3]=[C:4]([N:13]2[CH2:18][CH2:17][O:16][CH2:15][CH2:14]2)[C:5]2[N:10]=[C:9]([CH:11]=O)[S:8][C:6]=2[N:7]=1.[NH:19]1[CH2:24][CH2:23][CH:22]([C:25]([OH:28])([CH3:27])[CH3:26])[CH2:21][CH2:20]1.C(O[BH-](OC(=O)C)OC(=O)C)(=O)C.[Na+], predict the reaction product. The product is: [Cl:1][C:2]1[N:3]=[C:4]([N:13]2[CH2:18][CH2:17][O:16][CH2:15][CH2:14]2)[C:5]2[N:10]=[C:9]([CH2:11][N:19]3[CH2:24][CH2:23][CH:22]([C:25]([OH:28])([CH3:27])[CH3:26])[CH2:21][CH2:20]3)[S:8][C:6]=2[N:7]=1. (2) Given the reactants [NH2:1][CH:2]1[C:10]2[C:5](=[CH:6][CH:7]=[CH:8][CH:9]=2)[CH2:4][CH2:3]1.[C:11](Cl)(=[O:18])[C:12]1[CH:17]=[CH:16][CH:15]=[CH:14][CH:13]=1, predict the reaction product. The product is: [C:11]([NH:1][CH:2]1[C:10]2[C:5](=[CH:6][CH:7]=[CH:8][CH:9]=2)[CH2:4][CH2:3]1)(=[O:18])[C:12]1[CH:17]=[CH:16][CH:15]=[CH:14][CH:13]=1. (3) Given the reactants C1(C)C=CC(S(O)(=O)=O)=CC=1.[Cl:12][C:13]1[CH:20]=[C:19]([CH2:21]O)[C:18]([CH2:23][CH2:24][OH:25])=[CH:17][C:14]=1[C:15]#[N:16].ClC1C(CCO)=C(CO)C=CC=1C#N.O, predict the reaction product. The product is: [Cl:12][C:13]1[CH:20]=[C:19]2[C:18]([CH2:23][CH2:24][O:25][CH2:21]2)=[CH:17][C:14]=1[C:15]#[N:16].